From a dataset of Forward reaction prediction with 1.9M reactions from USPTO patents (1976-2016). Predict the product of the given reaction. (1) Given the reactants Cl.Cl.[CH:3]([N:16]1[CH2:21][C@@H:20]2[CH2:22][C@H:17]1[CH2:18][NH:19]2)([C:10]1[CH:15]=[CH:14][CH:13]=[CH:12][CH:11]=1)[C:4]1[CH:9]=[CH:8][CH:7]=[CH:6][CH:5]=1.CS([C:27]1[N:32]=[CH:31][C:30]([C:33]([O:35][CH2:36][CH3:37])=[O:34])=[CH:29][N:28]=1)(=O)=O.C(=O)([O-])[O-].[K+].[K+], predict the reaction product. The product is: [CH:3]([N:16]1[CH2:21][C@@H:20]2[CH2:22][C@H:17]1[CH2:18][N:19]2[C:27]1[N:28]=[CH:29][C:30]([C:33]([O:35][CH2:36][CH3:37])=[O:34])=[CH:31][N:32]=1)([C:10]1[CH:15]=[CH:14][CH:13]=[CH:12][CH:11]=1)[C:4]1[CH:5]=[CH:6][CH:7]=[CH:8][CH:9]=1. (2) Given the reactants [CH2:1]([O:3][C:4](=[O:18])[C@@H:5]([O:15][CH2:16][CH3:17])[CH2:6][C:7]1[CH:12]=[CH:11][C:10]([OH:13])=[C:9]([Cl:14])[CH:8]=1)[CH3:2].[C:19]([C:27]1[CH:51]=[CH:50][C:30]([O:31][CH2:32][CH2:33][CH2:34]OC2C=CC(C[C@H](OCC)C(O)=O)=CC=2)=[CH:29][CH:28]=1)(=[O:26])[C:20]1[CH:25]=[CH:24][CH:23]=[CH:22][CH:21]=1, predict the reaction product. The product is: [CH2:1]([O:3][C:4](=[O:18])[C@@H:5]([O:15][CH2:16][CH3:17])[CH2:6][C:7]1[CH:12]=[CH:11][C:10]([O:13][CH2:34][CH2:33][CH2:32][O:31][C:30]2[CH:50]=[CH:51][C:27]([C:19](=[O:26])[C:20]3[CH:25]=[CH:24][CH:23]=[CH:22][CH:21]=3)=[CH:28][CH:29]=2)=[C:9]([Cl:14])[CH:8]=1)[CH3:2]. (3) Given the reactants Cl.Cl.[Cl:3][C:4]1[CH:9]=[CH:8][C:7]([N:10]2[CH2:15][CH2:14][NH:13][C@@H:12]([CH3:16])[CH2:11]2)=[CH:6][C:5]=1[O:17][CH3:18].[NH:19]1[CH:23]=[CH:22][N:21]=[C:20]1[C:24]1[C:32]2[C:27](=[N:28][CH:29]=[CH:30][CH:31]=2)[N:26]([CH2:33][C:34](O)=[O:35])[N:25]=1, predict the reaction product. The product is: [Cl:3][C:4]1[CH:9]=[CH:8][C:7]([N:10]2[CH2:15][CH2:14][N:13]([C:34](=[O:35])[CH2:33][N:26]3[C:27]4=[N:28][CH:29]=[CH:30][CH:31]=[C:32]4[C:24]([C:20]4[NH:19][CH:23]=[CH:22][N:21]=4)=[N:25]3)[C@@H:12]([CH3:16])[CH2:11]2)=[CH:6][C:5]=1[O:17][CH3:18]. (4) Given the reactants [CH2:1]([O:3][C:4](=[O:28])[CH2:5][C@H:6]([NH:20]C(OC(C)(C)C)=O)[CH2:7][C:8]1[CH:13]=[CH:12][C:11]([C:14]2[CH:19]=[CH:18][CH:17]=[CH:16][CH:15]=2)=[CH:10][CH:9]=1)[CH3:2].[ClH:29].O1CCOCC1, predict the reaction product. The product is: [ClH:29].[CH2:1]([O:3][C:4](=[O:28])[CH2:5][C@H:6]([NH2:20])[CH2:7][C:8]1[CH:9]=[CH:10][C:11]([C:14]2[CH:15]=[CH:16][CH:17]=[CH:18][CH:19]=2)=[CH:12][CH:13]=1)[CH3:2]. (5) The product is: [NH2:1][C:2]1[C:7]([S:12]([NH2:10])(=[O:15])=[O:13])=[CH:6][C:5]([Br:8])=[CH:4][N:3]=1. Given the reactants [NH2:1][C:2]1[CH:7]=[CH:6][C:5]([Br:8])=[CH:4][N:3]=1.[OH-].[NH4+:10].Cl[S:12]([OH:15])(=O)=[O:13], predict the reaction product.